Dataset: Forward reaction prediction with 1.9M reactions from USPTO patents (1976-2016). Task: Predict the product of the given reaction. (1) Given the reactants [Cl:1][C:2]1[CH:7]=[C:6]([CH2:8][CH2:9][CH:10]=O)[C:5]([C:12]#[N:13])=[CH:4][C:3]=1[NH:14][C:15]1[N:20]=[C:19]([N:21]([CH:31]2[CH2:33][CH2:32]2)[CH2:22][C:23]2[CH:28]=[CH:27][C:26]([O:29][CH3:30])=[CH:25][CH:24]=2)[C:18]2=[N:34][CH:35]=[C:36]([C:37]#[N:38])[N:17]2[N:16]=1.[CH3:39][O:40][CH:41]1[CH2:44][NH:43][CH2:42]1.CC(O)=O.C([BH3-])#N.[Na+], predict the reaction product. The product is: [Cl:1][C:2]1[CH:7]=[C:6]([CH2:8][CH2:9][CH2:10][N:43]2[CH2:44][CH:41]([O:40][CH3:39])[CH2:42]2)[C:5]([C:12]#[N:13])=[CH:4][C:3]=1[NH:14][C:15]1[N:20]=[C:19]([N:21]([CH:31]2[CH2:32][CH2:33]2)[CH2:22][C:23]2[CH:28]=[CH:27][C:26]([O:29][CH3:30])=[CH:25][CH:24]=2)[C:18]2=[N:34][CH:35]=[C:36]([C:37]#[N:38])[N:17]2[N:16]=1. (2) The product is: [CH3:1][O:2][C:3]([CH:5]1[CH:9]([CH:10]2[CH2:12][CH2:11]2)[CH2:8][N:7]([C:31]([O:30][C:27]([CH3:29])([CH3:28])[CH3:26])=[O:32])[CH2:6]1)=[O:4]. Given the reactants [CH3:1][O:2][C:3]([CH:5]1[CH:9]([CH:10]2[CH2:12][CH2:11]2)[CH2:8][NH:7][CH2:6]1)=[O:4].C(N(CC)CC)C.N1C=CC=CC=1.[CH3:26][C:27]([O:30][C:31](O[C:31]([O:30][C:27]([CH3:29])([CH3:28])[CH3:26])=[O:32])=[O:32])([CH3:29])[CH3:28], predict the reaction product. (3) The product is: [CH2:1]([O:3][C:4](=[O:23])[C:5]([C:6]1[CH:11]=[CH:10][C:9]([NH:12][C:13]([O:15][CH2:16][C:17]2[CH:18]=[CH:19][CH:20]=[CH:21][CH:22]=2)=[O:14])=[CH:8][CH:7]=1)=[CH2:26])[CH3:2]. Given the reactants [CH2:1]([O:3][C:4](=[O:23])[CH2:5][C:6]1[CH:11]=[CH:10][C:9]([NH:12][C:13]([O:15][CH2:16][C:17]2[CH:22]=[CH:21][CH:20]=[CH:19][CH:18]=2)=[O:14])=[CH:8][CH:7]=1)[CH3:2].C=O.[C:26](=O)([O-])[O-].[K+].[K+], predict the reaction product. (4) The product is: [Br:1][C:2]1[CH:3]=[C:4]2[C:8](=[CH:9][CH:10]=1)[NH:7][C:6]([C:11](=[O:19])[NH:12][C:26]([CH3:27])([CH3:30])[CH3:20])=[C:5]2[CH2:13][C:14]([OH:16])=[O:15].[Br:1][C:2]1[CH:3]=[C:4]2[C:8](=[CH:9][CH:10]=1)[NH:7][C:6]([C:11]#[N:12])=[C:5]2[CH2:13][C:14]([OH:16])=[O:15]. Given the reactants [Br:1][C:2]1[CH:3]=[C:4]2[C:8](=[CH:9][CH:10]=1)[NH:7][C:6]([C:11]#[N:12])=[C:5]2[CH2:13][C:14]([O:16]C)=[O:15].[Li+].[OH-:19].[CH3:20]COC(C)=O.[CH2:26]1[CH2:30]OC[CH2:27]1, predict the reaction product. (5) Given the reactants Br[C:2]1[CH:3]=[C:4]2[CH:10]=[CH:9][N:8]([Si:11]([CH:18]([CH3:20])[CH3:19])([CH:15]([CH3:17])[CH3:16])[CH:12]([CH3:14])[CH3:13])[C:5]2=[N:6][CH:7]=1.C([Li])(C)(C)C.[C:26]([O:30][C:31]([N:33]1[CH2:37][CH2:36][CH2:35][C:34]1([CH:41]=[O:42])[CH2:38][CH2:39][CH3:40])=[O:32])([CH3:29])([CH3:28])[CH3:27], predict the reaction product. The product is: [C:26]([O:30][C:31]([N:33]1[CH2:37][CH2:36][CH2:35][C:34]1([CH:41]([OH:42])[C:2]1[CH:3]=[C:4]2[CH:10]=[CH:9][N:8]([Si:11]([CH:18]([CH3:20])[CH3:19])([CH:15]([CH3:17])[CH3:16])[CH:12]([CH3:14])[CH3:13])[C:5]2=[N:6][CH:7]=1)[CH2:38][CH2:39][CH3:40])=[O:32])([CH3:28])([CH3:29])[CH3:27]. (6) The product is: [S:1]1[CH:5]=[CH:4][C:3]([C:6]2[CH:7]=[C:8]([N:12]3[C:16]4[CH:17]=[C:18]([CH2:20][OH:21])[NH:19][C:15]=4[N:14]=[CH:13]3)[CH:9]=[CH:10][CH:11]=2)=[CH:2]1. Given the reactants [S:1]1[CH:5]=[CH:4][C:3]([C:6]2[CH:7]=[C:8]([N:12]3[C:16]4[CH:17]=[C:18]([C:20](OCC)=[O:21])[NH:19][C:15]=4[N:14]=[CH:13]3)[CH:9]=[CH:10][CH:11]=2)=[CH:2]1.[H-].[Al+3].[Li+].[H-].[H-].[H-], predict the reaction product. (7) Given the reactants [NH2:1][C:2]1[N:7]=[C:6]([N:8]2[CH2:11][CH:10]([NH:12][C:13](=O)[CH3:14])[CH2:9]2)[CH:5]=[C:4]([CH:16]2[CH2:20][CH2:19][CH2:18][CH2:17]2)[N:3]=1.[H-].[H-].[H-].[H-].[Li+].[Al+3], predict the reaction product. The product is: [CH:16]1([C:4]2[CH:5]=[C:6]([N:8]3[CH2:11][CH:10]([NH:12][CH2:13][CH3:14])[CH2:9]3)[N:7]=[C:2]([NH2:1])[N:3]=2)[CH2:17][CH2:18][CH2:19][CH2:20]1.